The task is: Predict the reaction yield, written as a fraction of the theoretical maximum amount of product (1.0 means a 100% yield; for example, 0.34 means a 34% yield).. This data is from Reaction yield outcomes from USPTO patents with 853,638 reactions. (1) The reactants are Cl.[Br:2][C:3]1[CH:10]=[CH:9][C:6]([CH2:7][NH2:8])=[CH:5][CH:4]=1.[OH-].[Na+].[CH3:13][C:14]([O:17][C:18](O[C:18]([O:17][C:14]([CH3:16])([CH3:15])[CH3:13])=[O:19])=[O:19])([CH3:16])[CH3:15]. The catalyst is O1CCOCC1. The product is [C:14]([O:17][C:18](=[O:19])[NH:8][CH2:7][C:6]1[CH:9]=[CH:10][C:3]([Br:2])=[CH:4][CH:5]=1)([CH3:16])([CH3:15])[CH3:13]. The yield is 0.960. (2) The reactants are [CH3:1][C:2]([CH3:40])([CH3:39])[C:3](=O)[CH2:4][N:5]1[C:10](=[O:11])[C:9]([CH2:12][C:13]2[CH:18]=[CH:17][C:16]([C:19]3[CH:24]=[CH:23][CH:22]=[CH:21][C:20]=3[C:25]3[NH:29][C:28](=[O:30])[O:27][N:26]=3)=[CH:15][CH:14]=2)=[C:8]([CH2:31][CH2:32][CH3:33])[N:7]2[N:34]=[C:35]([CH3:37])[N:36]=[C:6]12.Cl.[NH2:42][O:43][CH3:44].N1C=CC=CC=1.Cl. The catalyst is O.C(OCC)(=O)C. The product is [CH3:44][O:43]/[N:42]=[C:3](/[C:2]([CH3:39])([CH3:1])[CH3:40])\[CH2:4][N:5]1[C:10](=[O:11])[C:9]([CH2:12][C:13]2[CH:14]=[CH:15][C:16]([C:19]3[CH:24]=[CH:23][CH:22]=[CH:21][C:20]=3[C:25]3[NH:29][C:28](=[O:30])[O:27][N:26]=3)=[CH:17][CH:18]=2)=[C:8]([CH2:31][CH2:32][CH3:33])[N:7]2[N:34]=[C:35]([CH3:37])[N:36]=[C:6]12. The yield is 0.490. (3) The reactants are [F:1][C:2]1[CH:7]=[C:6]([N+:8]([O-])=O)[CH:5]=[CH:4][C:3]=1[N:11]1[CH:15]=[CH:14][CH:13]=[CH:12]1. The catalyst is C(Cl)Cl.[Pd]. The product is [F:1][C:2]1[CH:7]=[C:6]([CH:5]=[CH:4][C:3]=1[N:11]1[CH:15]=[CH:14][CH:13]=[CH:12]1)[NH2:8]. The yield is 0.760.